From a dataset of Full USPTO retrosynthesis dataset with 1.9M reactions from patents (1976-2016). Predict the reactants needed to synthesize the given product. Given the product [NH2:1][C:2]1[C:3]2[CH:18]=[C:17]([C:19]3[C:24]([Cl:25])=[CH:23][CH:22]=[CH:21][C:20]=3[Cl:26])[C:16](=[O:27])[N:15]([CH3:30])[C:4]=2[N:5]=[C:6]([NH:8][C:9]2[CH:14]=[CH:13][CH:12]=[CH:11][CH:10]=2)[N:7]=1, predict the reactants needed to synthesize it. The reactants are: [NH2:1][C:2]1[C:3]2[CH:18]=[C:17]([C:19]3[C:24]([Cl:25])=[CH:23][CH:22]=[CH:21][C:20]=3[Cl:26])[C:16](=[O:27])[NH:15][C:4]=2[N:5]=[C:6]([NH:8][C:9]2[CH:14]=[CH:13][CH:12]=[CH:11][CH:10]=2)[N:7]=1.[H-].[Na+].[CH3:30]I.